This data is from Catalyst prediction with 721,799 reactions and 888 catalyst types from USPTO. The task is: Predict which catalyst facilitates the given reaction. (1) Reactant: [C:1]([C:3]1[CH:4]=[C:5]([C:9]2[CH:14]=[CH:13][CH:12]=[C:11]([CH:15]=[C:16]3[CH2:21][CH2:20][N:19]([C:22]([O:24][C:25]([CH3:28])([CH3:27])[CH3:26])=[O:23])[CH2:18][CH2:17]3)[CH:10]=2)[CH:6]=[CH:7][CH:8]=1)#[N:2].Cl. Product: [NH2:2][CH2:1][C:3]1[CH:4]=[C:5]([C:9]2[CH:14]=[CH:13][CH:12]=[C:11]([CH2:15][CH:16]3[CH2:21][CH2:20][N:19]([C:22]([O:24][C:25]([CH3:28])([CH3:27])[CH3:26])=[O:23])[CH2:18][CH2:17]3)[CH:10]=2)[CH:6]=[CH:7][CH:8]=1. The catalyst class is: 105. (2) Reactant: Br[CH2:2][C:3]1[CH:8]=[CH:7][C:6]([N+:9]([O-:11])=[O:10])=[CH:5][C:4]=1[C:12]([F:15])([F:14])[F:13].CCN(CC)CC.[CH3:23][N:24]1[CH2:29][CH2:28][NH:27][CH2:26][CH2:25]1.C([O-])(O)=O.[Na+]. Product: [CH3:23][N:24]1[CH2:29][CH2:28][N:27]([CH2:2][C:3]2[CH:8]=[CH:7][C:6]([N+:9]([O-:11])=[O:10])=[CH:5][C:4]=2[C:12]([F:15])([F:14])[F:13])[CH2:26][CH2:25]1. The catalyst class is: 2.